This data is from NCI-60 drug combinations with 297,098 pairs across 59 cell lines. The task is: Regression. Given two drug SMILES strings and cell line genomic features, predict the synergy score measuring deviation from expected non-interaction effect. (1) Drug 1: CCC1(CC2CC(C3=C(CCN(C2)C1)C4=CC=CC=C4N3)(C5=C(C=C6C(=C5)C78CCN9C7C(C=CC9)(C(C(C8N6C)(C(=O)OC)O)OC(=O)C)CC)OC)C(=O)OC)O.OS(=O)(=O)O. Drug 2: C(CCl)NC(=O)N(CCCl)N=O. Cell line: NCI-H226. Synergy scores: CSS=0.590, Synergy_ZIP=-1.69, Synergy_Bliss=-2.98, Synergy_Loewe=-1.16, Synergy_HSA=-1.85. (2) Drug 1: C1C(C(OC1N2C=NC3=C(N=C(N=C32)Cl)N)CO)O. Drug 2: C1CN(CCN1C(=O)CCBr)C(=O)CCBr. Cell line: HCT-15. Synergy scores: CSS=35.3, Synergy_ZIP=2.66, Synergy_Bliss=2.93, Synergy_Loewe=0.000294, Synergy_HSA=5.60. (3) Drug 1: C1=CC(=C2C(=C1NCCNCCO)C(=O)C3=C(C=CC(=C3C2=O)O)O)NCCNCCO. Drug 2: C1CCC(C(C1)N)N.C(=O)(C(=O)[O-])[O-].[Pt+4]. Cell line: OVCAR-8. Synergy scores: CSS=47.6, Synergy_ZIP=1.05, Synergy_Bliss=2.86, Synergy_Loewe=-6.63, Synergy_HSA=7.21. (4) Drug 1: C1=CC(=CC=C1CCC2=CNC3=C2C(=O)NC(=N3)N)C(=O)NC(CCC(=O)O)C(=O)O. Drug 2: CN(C)C1=NC(=NC(=N1)N(C)C)N(C)C. Cell line: NCI-H522. Synergy scores: CSS=6.21, Synergy_ZIP=-7.53, Synergy_Bliss=-11.9, Synergy_Loewe=-76.0, Synergy_HSA=-14.6. (5) Drug 1: CS(=O)(=O)OCCCCOS(=O)(=O)C. Drug 2: COC1=C2C(=CC3=C1OC=C3)C=CC(=O)O2. Cell line: NCI-H460. Synergy scores: CSS=19.4, Synergy_ZIP=-2.34, Synergy_Bliss=-0.281, Synergy_Loewe=-0.766, Synergy_HSA=-2.39. (6) Drug 1: CN(CCCl)CCCl.Cl. Drug 2: CC12CCC3C(C1CCC2OP(=O)(O)O)CCC4=C3C=CC(=C4)OC(=O)N(CCCl)CCCl.[Na+]. Cell line: A549. Synergy scores: CSS=22.7, Synergy_ZIP=-10.2, Synergy_Bliss=-6.64, Synergy_Loewe=-17.2, Synergy_HSA=-5.12.